From a dataset of Peptide-MHC class I binding affinity with 185,985 pairs from IEDB/IMGT. Regression. Given a peptide amino acid sequence and an MHC pseudo amino acid sequence, predict their binding affinity value. This is MHC class I binding data. (1) The peptide sequence is TEVMPVSMA. The binding affinity (normalized) is 0.519. The MHC is HLA-B45:01 with pseudo-sequence HLA-B45:01. (2) The peptide sequence is GLDKGLSSL. The MHC is Mamu-A70103 with pseudo-sequence Mamu-A70103. The binding affinity (normalized) is 0.0479.